This data is from Full USPTO retrosynthesis dataset with 1.9M reactions from patents (1976-2016). The task is: Predict the reactants needed to synthesize the given product. (1) Given the product [OH:1][C:2]1[C:7]([CH3:8])=[C:6]([O:9][CH2:10][C:11]2[O:15][N:14]=[C:13]([CH2:16][C:17]3[CH:22]=[CH:21][C:20]([I:41])=[CH:19][CH:18]=3)[N:12]=2)[CH:5]=[CH:4][C:3]=1[C:24](=[O:26])[CH3:25], predict the reactants needed to synthesize it. The reactants are: [OH:1][C:2]1[C:7]([CH3:8])=[C:6]([O:9][CH2:10][C:11]2[O:15][N:14]=[C:13]([CH2:16][C:17]3[CH:22]=[CH:21][CH:20]=[C:19](I)[CH:18]=3)[N:12]=2)[CH:5]=[CH:4][C:3]=1[C:24](=[O:26])[CH3:25].ClCC1ON=C(CC2C=CC([I:41])=CC=2)N=1.OC1C(C)=C(O)C=CC=1C(=O)C. (2) Given the product [CH2:16]([C:14]1[S:15][C:9]2[N:8]([CH2:26][C:27]3[CH:32]=[CH:31][C:30]([C:33]4[C:34]([C:39]#[N:40])=[CH:35][CH:36]=[CH:37][CH:38]=4)=[CH:29][C:28]=3[O:41][CH3:42])[C:7](=[O:18])[NH:6][C:11](=[O:12])[C:10]=2[CH:13]=1)[CH3:17], predict the reactants needed to synthesize it. The reactants are: COC1C=C(OC)C=CC=1C[N:6]1[C:11](=[O:12])[C:10]2[CH:13]=[C:14]([CH2:16][CH3:17])[S:15][C:9]=2[NH:8][C:7]1=[O:18].O[CH2:26][C:27]1[CH:32]=[CH:31][C:30]([C:33]2[C:34]([C:39]#[N:40])=[CH:35][CH:36]=[CH:37][CH:38]=2)=[CH:29][C:28]=1[O:41][CH3:42].N(C(N1CCCCC1)=O)=NC(N1CCCCC1)=O.C(P(CCCC)CCCC)CCC. (3) Given the product [CH2:1]([O:8][C:9]1[C:24]([O:25][CH2:26][C:27]2[CH:32]=[CH:31][CH:30]=[CH:29][CH:28]=2)=[C:23]([C:33]([OH:35])=[O:34])[CH:22]=[CH:21][C:10]=1[C:11]([OH:13])=[O:12])[C:2]1[CH:7]=[CH:6][CH:5]=[CH:4][CH:3]=1, predict the reactants needed to synthesize it. The reactants are: [CH2:1]([O:8][C:9]1[C:24]([O:25][CH2:26][C:27]2[CH:32]=[CH:31][CH:30]=[CH:29][CH:28]=2)=[C:23]([C:33]([O:35]CC2C=CC=CC=2)=[O:34])[CH:22]=[CH:21][C:10]=1[C:11]([O:13]CC1C=CC=CC=1)=[O:12])[C:2]1[CH:7]=[CH:6][CH:5]=[CH:4][CH:3]=1.CCO.O1CCOCC1.[Li+].[OH-]. (4) Given the product [CH2:1]([N:3]([CH2:29][C:30]1[CH:35]=[CH:34][C:33]([O:36][CH2:40][CH2:41][N:43]([CH3:51])[CH2:44][CH:45]2[CH2:50][CH2:49][O:48][CH2:47][CH2:46]2)=[C:32]([F:37])[CH:31]=1)[C:4]1[CH:9]=[C:8]([O:10][CH3:11])[CH:7]=[CH:6][C:5]=1[C@@H:12]1[CH2:21][CH2:20][C:19]2[CH:18]=[C:17]([OH:22])[CH:16]=[CH:15][C:14]=2[CH2:13]1)[CH3:2], predict the reactants needed to synthesize it. The reactants are: [CH2:1]([N:3]([C:29](=O)[C:30]1[CH:35]=[CH:34][C:33]([OH:36])=[C:32]([F:37])[CH:31]=1)[C:4]1[CH:9]=[C:8]([O:10][CH3:11])[CH:7]=[CH:6][C:5]=1[C@@H:12]1[CH2:21][CH2:20][C:19]2[CH:18]=[C:17]([O:22]C(=O)C(C)(C)C)[CH:16]=[CH:15][C:14]=2[CH2:13]1)[CH3:2].Cl[CH2:40][C:41]([N:43]([CH3:51])[CH2:44][CH:45]1[CH2:50][CH2:49][O:48][CH2:47][CH2:46]1)=O. (5) Given the product [CH2:23]([O:30][C:31](=[O:37])[C@@H:32]([N:34]([CH2:7][C:8]([O:10][C:11]([CH3:14])([CH3:13])[CH3:12])=[O:9])[CH2:35][CH3:36])[CH3:33])[C:24]1[CH:29]=[CH:28][CH:27]=[CH:26][CH:25]=1, predict the reactants needed to synthesize it. The reactants are: CN(C)C=O.Br[CH2:7][C:8]([O:10][C:11]([CH3:14])([CH3:13])[CH3:12])=[O:9].C(N(CC)CC)C.Cl.[CH2:23]([O:30][C:31](=[O:37])[C@@H:32]([NH:34][CH2:35][CH3:36])[CH3:33])[C:24]1[CH:29]=[CH:28][CH:27]=[CH:26][CH:25]=1. (6) Given the product [CH3:1][N:2]([CH2:9][CH:10]1[CH2:13][N:12]([C:14]([O:16][C:17]([CH3:18])([CH3:20])[CH3:19])=[O:15])[CH2:11]1)[CH3:3], predict the reactants needed to synthesize it. The reactants are: [CH3:1][NH:2][CH3:3].CS(O[CH2:9][CH:10]1[CH2:13][N:12]([C:14]([O:16][C:17]([CH3:20])([CH3:19])[CH3:18])=[O:15])[CH2:11]1)(=O)=O. (7) Given the product [CH3:17][C:18]1[CH:23]=[CH:22][C:21](/[CH:24]=[CH:25]/[CH2:26][CH:27]([CH3:29])[CH3:28])=[CH:20][C:19]=1[CH2:33][CH2:34][CH:35]=[O:36], predict the reactants needed to synthesize it. The reactants are: C1CCC=CCCC=1.P([O-])([O-])([O-])=O.[K+].[K+].[K+].[CH3:17][C:18]1[CH:23]=[CH:22][C:21](/[CH:24]=[CH:25]/[CH2:26][CH:27]([CH3:29])[CH3:28])=[CH:20][C:19]=1B(O)O.[CH2:33]=[CH:34][CH:35]=[O:36]. (8) Given the product [C:29]([O:28][C:26]([NH:25][C@@H:18]([CH2:19][C:20]1[S:21][CH:22]=[CH:23][CH:24]=1)[C:17]([N:14]1[CH2:15][CH2:16][C:11]([CH2:10][C:7]2[CH:6]=[CH:5][C:4]([C:3]([OH:43])=[O:2])=[CH:9][CH:8]=2)([C:34](=[O:42])[NH:35][CH:36]2[CH2:37][CH2:38][CH2:39][CH2:40][CH2:41]2)[CH2:12][CH2:13]1)=[O:33])=[O:27])([CH3:32])([CH3:30])[CH3:31], predict the reactants needed to synthesize it. The reactants are: C[O:2][C:3](=[O:43])[C:4]1[CH:9]=[CH:8][C:7]([CH2:10][C:11]2([C:34](=[O:42])[NH:35][CH:36]3[CH2:41][CH2:40][CH2:39][CH2:38][CH2:37]3)[CH2:16][CH2:15][N:14]([C:17](=[O:33])[CH:18]([NH:25][C:26]([O:28][C:29]([CH3:32])([CH3:31])[CH3:30])=[O:27])[CH2:19][C:20]3[S:21][CH:22]=[CH:23][CH:24]=3)[CH2:13][CH2:12]2)=[CH:6][CH:5]=1.[OH-].[Na+]. (9) The reactants are: [CH3:1][O:2][C:3]1[C:8]2[O:9][CH2:10][CH2:11][O:12][C:7]=2[C:6]([C:13]2[CH2:18][CH2:17][CH:16]([C:19]#N)[CH2:15][CH:14]=2)=[CH:5][CH:4]=1.[OH-:21].[Na+].[OH2:23].Cl. Given the product [CH3:1][O:2][C:3]1[C:8]2[O:9][CH2:10][CH2:11][O:12][C:7]=2[C:6]([C:13]2[CH2:18][CH2:17][CH:16]([C:19]([OH:23])=[O:21])[CH2:15][CH:14]=2)=[CH:5][CH:4]=1, predict the reactants needed to synthesize it. (10) Given the product [Br:1][CH:12]([CH2:11][C:5]1[C:6]([F:10])=[CH:7][CH:8]=[CH:9][C:4]=1[Cl:3])[CH:13]=[O:14], predict the reactants needed to synthesize it. The reactants are: [Br:1]Br.[Cl:3][C:4]1[CH:9]=[CH:8][CH:7]=[C:6]([F:10])[C:5]=1[CH2:11][CH2:12][CH:13]=[O:14].